This data is from Reaction yield outcomes from USPTO patents with 853,638 reactions. The task is: Predict the reaction yield, written as a fraction of the theoretical maximum amount of product (1.0 means a 100% yield; for example, 0.34 means a 34% yield). (1) The reactants are Br[C:2]1[CH:7]=[CH:6][CH:5]=[CH:4][C:3]=1[O:8][CH3:9].[CH2:10]([N:17]1[CH2:22][CH2:21][CH:20]([CH2:23][CH:24]=[O:25])[CH2:19][CH2:18]1)[C:11]1[CH:16]=[CH:15][CH:14]=[CH:13][CH:12]=1.[Cl-].[NH4+]. The catalyst is O1CCCC1.C([Li])CCC. The product is [CH2:10]([N:17]1[CH2:22][CH2:21][CH:20]([CH2:23][CH:24]([C:2]2[CH:7]=[CH:6][CH:5]=[CH:4][C:3]=2[O:8][CH3:9])[OH:25])[CH2:19][CH2:18]1)[C:11]1[CH:16]=[CH:15][CH:14]=[CH:13][CH:12]=1. The yield is 0.690. (2) The reactants are [F:1][C:2]([F:27])([F:26])[C:3]1[C:4]2[N:5]([CH:9]=[C:10]([CH2:12][C@@H:13]3[CH2:18][CH2:17][CH2:16][CH2:15][N:14]3C(OC(C)(C)C)=O)[N:11]=2)[CH:6]=[CH:7][CH:8]=1. The catalyst is C(Cl)Cl.C(O)(C(F)(F)F)=O. The product is [NH:14]1[CH2:15][CH2:16][CH2:17][CH2:18][C@H:13]1[CH2:12][C:10]1[N:11]=[C:4]2[C:3]([C:2]([F:1])([F:26])[F:27])=[CH:8][CH:7]=[CH:6][N:5]2[CH:9]=1. The yield is 0.740. (3) The reactants are Cl.[F:2][C:3]([F:34])([F:33])[C:4]1[CH:5]=[C:6]([NH:14][C:15](=[O:32])[C:16]2[CH:21]=[C:20]([C:22]3[CH:27]=[CH:26][CH:25]=[CH:24][N:23]=3)[CH:19]=[CH:18][C:17]=2[O:28]COC)[CH:7]=[C:8]([C:10]([F:13])([F:12])[F:11])[CH:9]=1.C(=O)([O-])O.[Na+]. The catalyst is CO. The product is [F:34][C:3]([F:2])([F:33])[C:4]1[CH:5]=[C:6]([NH:14][C:15](=[O:32])[C:16]2[CH:21]=[C:20]([C:22]3[CH:27]=[CH:26][CH:25]=[CH:24][N:23]=3)[CH:19]=[CH:18][C:17]=2[OH:28])[CH:7]=[C:8]([C:10]([F:11])([F:12])[F:13])[CH:9]=1. The yield is 0.472. (4) The catalyst is C(Cl)Cl.C1(C)C=CC=CC=1. The product is [Cl:12][C:13]1[C:18]([N:19]2[CH:30]=[CH:29][C:22]3[N:23]=[C:24]([NH:41][C:42]4[CH:47]=[CH:46][C:45]([N:48]5[CH2:53][CH2:52][N:51]([C:54]([O:56][C:57]([CH3:60])([CH3:59])[CH3:58])=[O:55])[CH2:50][CH2:49]5)=[CH:44][CH:43]=4)[N:25]=[CH:26][C:21]=3[C:20]2=[O:31])=[CH:17][CH:16]=[CH:15][N:14]=1. The yield is 0.450. The reactants are C1C=C(Cl)C=C(C(OO)=O)C=1.[Cl:12][C:13]1[C:18]([N:19]2[CH:30]=[CH:29][C:22]3[N:23]=[C:24](SC)[N:25]=[CH:26][C:21]=3[C:20]2=[O:31])=[CH:17][CH:16]=[CH:15][N:14]=1.CCN(C(C)C)C(C)C.[NH2:41][C:42]1[CH:47]=[CH:46][C:45]([N:48]2[CH2:53][CH2:52][N:51]([C:54]([O:56][C:57]([CH3:60])([CH3:59])[CH3:58])=[O:55])[CH2:50][CH2:49]2)=[CH:44][CH:43]=1. (5) The catalyst is C(N(CC)CC)C.C([O-])(=O)C.[Pd+2].C([O-])(=O)C.C1(P(C2C=CC=CC=2)C2C=CC=CC=2)C=CC=CC=1. The product is [CH3:13][Si:12]([C:10]#[C:11][C:2]1[CH:3]=[C:4]([CH:7]=[CH:8][CH:9]=1)[CH:5]=[O:6])([CH3:15])[CH3:14]. The reactants are Br[C:2]1[CH:3]=[C:4]([CH:7]=[CH:8][CH:9]=1)[CH:5]=[O:6].[C:10]([Si:12]([CH3:15])([CH3:14])[CH3:13])#[CH:11]. The yield is 0.780. (6) The reactants are [CH3:1][O:2][CH2:3][C:4]([CH2:6][O:7][CH3:8])=[CH2:5].B.C1C[O:13]CC1.B(O[O-])=O.[Na+]. The catalyst is C1COCC1.C(Cl)Cl. The product is [CH3:1][O:2][CH2:3][CH:4]([CH2:6][O:7][CH3:8])[CH2:5][OH:13]. The yield is 0.480.